Task: Predict the reactants needed to synthesize the given product.. Dataset: Full USPTO retrosynthesis dataset with 1.9M reactions from patents (1976-2016) (1) Given the product [CH2:1]([O:8][C:9]([N:11]1[CH2:20][CH2:19][C:18]2[C:13](=[CH:14][CH:15]=[CH:16][CH:17]=2)[CH:12]1[C:21]1[CH:26]=[C:25]([C:40]#[N:41])[CH:24]=[CH:23][C:22]=1[O:28][CH2:29][C:30]([OH:32])=[O:31])=[O:10])[C:2]1[CH:7]=[CH:6][CH:5]=[CH:4][CH:3]=1, predict the reactants needed to synthesize it. The reactants are: [CH2:1]([O:8][C:9]([N:11]1[CH2:20][CH2:19][C:18]2[C:13](=[CH:14][CH:15]=[CH:16][CH:17]=2)[CH:12]1[C:21]1[CH:26]=[C:25](Br)[CH:24]=[CH:23][C:22]=1[O:28][CH2:29][C:30]([O:32]CC)=[O:31])=[O:10])[C:2]1[CH:7]=[CH:6][CH:5]=[CH:4][CH:3]=1.CCOCC.[CH3:40][N:41](C=O)C. (2) Given the product [Cl:12][C:7]1[C:6]([C:13]2[CH:18]=[CH:17][CH:16]=[CH:15][CH:14]=2)=[C:5]([Cl:19])[C:4]2[C:9](=[CH:10][CH:11]=[C:2]([C:32]([C:28]3[S:27][C:26]([CH3:25])=[N:30][C:29]=3[CH3:31])([OH:36])[CH:33]([CH3:35])[CH3:34])[CH:3]=2)[N:8]=1, predict the reactants needed to synthesize it. The reactants are: Br[C:2]1[CH:3]=[C:4]2[C:9](=[CH:10][CH:11]=1)[N:8]=[C:7]([Cl:12])[C:6]([C:13]1[CH:18]=[CH:17][CH:16]=[CH:15][CH:14]=1)=[C:5]2[Cl:19].[Li]CCCC.[CH3:25][C:26]1[S:27][C:28]([C:32](=[O:36])[CH:33]([CH3:35])[CH3:34])=[C:29]([CH3:31])[N:30]=1.C(=O)=O.CC(C)=O. (3) Given the product [CH2:1]([C:8]1[CH:9]=[N:10][C:11]2[C:16]([C:17]=1[C:18]1[CH:19]=[C:20]([NH:24][CH2:29][C:31]3[CH:39]=[CH:38][CH:37]=[C:36]4[C:32]=3[CH:33]=[CH:34][NH:35]4)[CH:21]=[CH:22][CH:23]=1)=[CH:15][CH:14]=[CH:13][C:12]=2[C:25]([F:28])([F:26])[F:27])[C:2]1[CH:3]=[CH:4][CH:5]=[CH:6][CH:7]=1, predict the reactants needed to synthesize it. The reactants are: [CH2:1]([C:8]1[CH:9]=[N:10][C:11]2[C:16]([C:17]=1[C:18]1[CH:19]=[C:20]([NH2:24])[CH:21]=[CH:22][CH:23]=1)=[CH:15][CH:14]=[CH:13][C:12]=2[C:25]([F:28])([F:27])[F:26])[C:2]1[CH:7]=[CH:6][CH:5]=[CH:4][CH:3]=1.[CH:29]([C:31]1[CH:39]=[CH:38][CH:37]=[C:36]2[C:32]=1[CH:33]=[CH:34][NH:35]2)=O. (4) Given the product [Cl:1][C:2]1[CH:7]=[CH:6][C:5]([N:8]([CH3:26])[C:9](=[O:12])[CH2:10][CH3:11])=[CH:4][C:3]=1[C:13]1[O:14][C:15]2[CH:21]=[CH:20][C:19]([CH3:22])=[CH:18][C:16]=2[N:17]=1, predict the reactants needed to synthesize it. The reactants are: [Cl:1][C:2]1[CH:7]=[CH:6][C:5]([NH:8][C:9](=[O:12])[CH2:10][CH3:11])=[CH:4][C:3]=1[C:13]1[O:14][C:15]2[CH:21]=[CH:20][C:19]([CH3:22])=[CH:18][C:16]=2[N:17]=1.[H-].[Na+].I[CH3:26].[Cl-].[NH4+]. (5) Given the product [OH:1][C:2]1[CH:3]=[CH:4][C:5]([CH:8]2[CH:17]([C:18]3[CH:23]=[CH:22][C:21]([O:24][CH3:25])=[CH:20][CH:19]=3)[C:16]3[C:11](=[CH:12][C:13]([OH:26])=[CH:14][CH:15]=3)[O:10][CH2:9]2)=[CH:6][CH:7]=1, predict the reactants needed to synthesize it. The reactants are: [OH:1][C:2]1[CH:7]=[CH:6][C:5]([C:8]2[CH2:9][O:10][C:11]3[C:16]([C:17]=2[C:18]2[CH:23]=[CH:22][C:21]([O:24][CH3:25])=[CH:20][CH:19]=2)=[CH:15][CH:14]=[C:13]([OH:26])[CH:12]=3)=[CH:4][CH:3]=1. (6) Given the product [N:24]1[CH:25]=[N:26][N:27]2[CH2:32][CH2:31][N:30]([CH:6]3[CH2:23][CH2:22][C:9]4([CH2:14][CH2:13][N:12]([C:15]([O:17][C:18]([CH3:21])([CH3:20])[CH3:19])=[O:16])[CH2:11][CH2:10]4)[CH2:8][CH2:7]3)[CH2:29][C:28]=12, predict the reactants needed to synthesize it. The reactants are: C(O)(=O)C.O=[C:6]1[CH2:23][CH2:22][C:9]2([CH2:14][CH2:13][N:12]([C:15]([O:17][C:18]([CH3:21])([CH3:20])[CH3:19])=[O:16])[CH2:11][CH2:10]2)[CH2:8][CH2:7]1.[N:24]1[CH:25]=[N:26][N:27]2[CH2:32][CH2:31][NH:30][CH2:29][C:28]=12.[Na]. (7) The reactants are: Cl[C:2]1[N:3]=[CH:4][C:5]2[N:11]([CH3:12])[C:10](=[O:13])[CH:9]([CH3:14])[CH:8]([CH3:15])[N:7]([CH:16]3[CH2:20][CH2:19][CH2:18][CH2:17]3)[C:6]=2[N:21]=1.[NH2:22][C:23]1[CH:31]=[CH:30][C:26]([C:27]([OH:29])=[O:28])=[CH:25][C:24]=1[O:32][CH3:33].C(O)C. Given the product [CH:16]1([N:7]2[CH:8]([CH3:15])[CH:9]([CH3:14])[C:10](=[O:13])[N:11]([CH3:12])[C:5]3[CH:4]=[N:3][C:2]([NH:22][C:23]4[CH:31]=[CH:30][C:26]([C:27]([OH:29])=[O:28])=[CH:25][C:24]=4[O:32][CH3:33])=[N:21][C:6]2=3)[CH2:20][CH2:19][CH2:18][CH2:17]1, predict the reactants needed to synthesize it. (8) Given the product [C:15]([O:14][C:12]([N:19]1[CH2:22][CH:21]([O:23][C:2]2[CH:3]=[CH:4][C:5]([N+:9]([O-:11])=[O:10])=[C:6]([NH2:7])[CH:8]=2)[CH2:20]1)=[O:13])([CH3:18])([CH3:16])[CH3:17], predict the reactants needed to synthesize it. The reactants are: F[C:2]1[CH:3]=[CH:4][C:5]([N+:9]([O-:11])=[O:10])=[C:6]([CH:8]=1)[NH2:7].[C:12]([N:19]1[CH2:22][CH:21]([OH:23])[CH2:20]1)([O:14][C:15]([CH3:18])([CH3:17])[CH3:16])=[O:13].[H-].[Na+].O. (9) Given the product [Br:1][C:2]1[CH:3]=[C:4]([NH:8][C:9]([NH:14][CH2:13][C:12]([F:16])([F:15])[F:11])=[O:10])[CH:5]=[CH:6][CH:7]=1, predict the reactants needed to synthesize it. The reactants are: [Br:1][C:2]1[CH:3]=[C:4]([N:8]=[C:9]=[O:10])[CH:5]=[CH:6][CH:7]=1.[F:11][C:12]([F:16])([F:15])[CH2:13][NH2:14]. (10) Given the product [CH2:41]([N:38]1[C:34]2[N:35]=[N:36][CH:37]=[C:32]([C:14]3[CH:13]=[C:12]([C:9]4[CH:10]=[CH:11][C:6]([S:3]([CH2:1][CH3:2])(=[O:4])=[O:5])=[CH:7][C:8]=4[O:29][CH3:30])[C:17]([O:18][CH3:19])=[CH:16][CH:15]=3)[C:33]=2[N:40]=[CH:39]1)[CH3:42], predict the reactants needed to synthesize it. The reactants are: [CH2:1]([S:3]([C:6]1[CH:11]=[CH:10][C:9]([C:12]2[C:17]([O:18][CH3:19])=[CH:16][CH:15]=[C:14](B3OC(C)(C)C(C)(C)O3)[CH:13]=2)=[C:8]([O:29][CH3:30])[CH:7]=1)(=[O:5])=[O:4])[CH3:2].Cl[C:32]1[C:33]2[N:40]=[CH:39][N:38]([CH2:41][CH3:42])[C:34]=2[N:35]=[N:36][CH:37]=1.